The task is: Predict the reaction yield, written as a fraction of the theoretical maximum amount of product (1.0 means a 100% yield; for example, 0.34 means a 34% yield).. This data is from Reaction yield outcomes from USPTO patents with 853,638 reactions. (1) The reactants are [OH:1][C:2]1[CH:7]=[CH:6][C:5]([N:8]2[C:13](=[O:14])[C:12]([CH2:15][C:16]3[CH:21]=[CH:20][C:19]([C:22]4[C:23]([C:28]#[N:29])=[CH:24][CH:25]=[CH:26][CH:27]=4)=[CH:18][CH:17]=3)=[C:11]([CH2:30][CH2:31][CH3:32])[N:10]=[C:9]2[CH3:33])=[CH:4][CH:3]=1.[CH3:34][C:35]1([OH:42])[CH2:40][CH2:39][CH:38](O)[CH2:37][CH2:36]1.C1(P(C2C=CC=CC=2)C2C=CC=CC=2)C=CC=CC=1.[N:63]([C:64]([O:66]C(C)C)=[O:65])=[N:63][C:64]([O:66]C(C)C)=[O:65]. The catalyst is O1CCCC1.O.C(OCC)(=O)C. The product is [OH:42][C:35]1([CH3:34])[CH2:40][CH2:39][CH:38]([O:1][C:2]2[CH:3]=[CH:4][C:5]([N:8]3[C:13](=[O:14])[C:12]([CH2:15][C:16]4[CH:21]=[CH:20][C:19]([C:22]5[CH:27]=[CH:26][CH:25]=[CH:24][C:23]=5[C:28]5[NH:63][C:64](=[O:65])[O:66][N:29]=5)=[CH:18][CH:17]=4)=[C:11]([CH2:30][CH2:31][CH3:32])[N:10]=[C:9]3[CH3:33])=[CH:6][CH:7]=2)[CH2:37][CH2:36]1. The yield is 0.170. (2) The reactants are [N:1]1[C:6]2[NH:7][CH:8]=[CH:9][C:5]=2[C:4]([C:10]2[CH:11]=[C:12]([C:15]([OH:17])=O)[O:13][CH:14]=2)=[N:3][CH:2]=1.C1CN([P+](ON2N=NC3C=CC=CC2=3)(N2CCCC2)N2CCCC2)CC1.F[P-](F)(F)(F)(F)F.CN1CCOCC1.[F:58][C:59]([F:67])([F:66])[CH2:60][NH:61][CH2:62][CH:63]1[CH2:65][CH2:64]1. The catalyst is CN(C=O)C. The product is [CH:63]1([CH2:62][N:61]([CH2:60][C:59]([F:67])([F:66])[F:58])[C:15]([C:12]2[O:13][CH:14]=[C:10]([C:4]3[C:5]4[CH:9]=[CH:8][NH:7][C:6]=4[N:1]=[CH:2][N:3]=3)[CH:11]=2)=[O:17])[CH2:65][CH2:64]1. The yield is 0.0950. (3) The reactants are [CH2:1]([C:3]1[N:11]=[C:10]([O:12][CH3:13])[C:9]([NH:14][C:15]([N:17]2[CH2:22][CH2:21][N:20]([C:23]3[CH:28]=[C:27]([O:29][CH3:30])[CH:26]=[C:25]([O:31][CH3:32])[CH:24]=3)[CH2:19][CH2:18]2)=[O:16])=[CH:8][C:4]=1[C:5](O)=[O:6])[CH3:2].[CH:33]1[C:46]2[C:37](=[N:38][C:39]3[C:44]([C:45]=2[NH:47][C:48]2[CH:49]=[C:50]([NH:56][C:57](=[O:61])[CH:58]([NH2:60])[CH3:59])[CH:51]=[C:52]([CH2:54][OH:55])[CH:53]=2)=[CH:43][CH:42]=[CH:41][CH:40]=3)[CH:36]=[CH:35][CH:34]=1. No catalyst specified. The product is [CH:43]1[C:44]2[C:39](=[N:38][C:37]3[C:46]([C:45]=2[NH:47][C:48]2[CH:49]=[C:50]([NH:56][C:57]([CH:58]([NH:60][C:5]([C:4]4[CH:8]=[C:9]([NH:14][C:15]([N:17]5[CH2:18][CH2:19][N:20]([C:23]6[CH:24]=[C:25]([O:31][CH3:32])[CH:26]=[C:27]([O:29][CH3:30])[CH:28]=6)[CH2:21][CH2:22]5)=[O:16])[C:10]([O:12][CH3:13])=[N:11][C:3]=4[CH2:1][CH3:2])=[O:6])[CH3:59])=[O:61])[CH:51]=[C:52]([CH2:54][OH:55])[CH:53]=2)=[CH:33][CH:34]=[CH:35][CH:36]=3)[CH:40]=[CH:41][CH:42]=1. The yield is 0.491. (4) The reactants are [CH3:1][S:2]([C:5]1[CH:10]=[CH:9][C:8]([C:11]2[CH:20]=[CH:19][C:18]3[C:13](=[CH:14][CH:15]=[C:16]([O:21][CH3:22])[CH:17]=3)[C:12]=2[O:23][C:24]2[CH:29]=[CH:28][C:27]([OH:30])=[CH:26][CH:25]=2)=[CH:7][CH:6]=1)(=[O:4])=[O:3].Cl.[N:32](=[CH:40][CH2:41]Cl)[CH2:33][CH2:34][CH2:35][CH2:36][CH2:37][CH2:38][Cl:39].[H-].[Na+]. The catalyst is CN(C)C=O. The product is [ClH:39].[CH3:1][S:2]([C:5]1[CH:6]=[CH:7][C:8]([C:11]2[CH:20]=[CH:19][C:18]3[C:13](=[CH:14][CH:15]=[C:16]([O:21][CH3:22])[CH:17]=3)[C:12]=2[O:23][C:24]2[CH:25]=[CH:26][C:27]([O:30][CH2:41][CH2:40][N:32]3[CH:38]=[CH:37][CH:36]=[CH:35][CH:34]=[CH:33]3)=[CH:28][CH:29]=2)=[CH:9][CH:10]=1)(=[O:3])=[O:4]. The yield is 0.690. (5) The reactants are [CH:1](N)([CH3:3])[CH3:2].[Li][CH2:6]CCC.[Br:10][C:11]1[CH:16]=[CH:15][N:14]=[C:13]2[N:17]([S:20]([C:23]3[CH:28]=[CH:27][CH:26]=[CH:25][CH:24]=3)(=[O:22])=[O:21])[CH:18]=[CH:19][C:12]=12.CC([CH:33]1[CH2:38][C:37](=[O:39])[CH2:36][CH2:35][N:34]1[C:40]([O-:42])=[O:41])(C)C. The catalyst is C1COCC1. The product is [Br:10][C:11]1[CH:16]=[CH:15][N:14]=[C:13]2[N:17]([S:20]([C:23]3[CH:28]=[CH:27][CH:26]=[CH:25][CH:24]=3)(=[O:22])=[O:21])[C:18]([C:37]3([OH:39])[CH2:38][CH2:33][N:34]([C:40]([O:42][C:1]([CH3:3])([CH3:6])[CH3:2])=[O:41])[CH2:35][CH2:36]3)=[CH:19][C:12]=12. The yield is 0.850.